This data is from Catalyst prediction with 721,799 reactions and 888 catalyst types from USPTO. The task is: Predict which catalyst facilitates the given reaction. (1) Reactant: Br[C:2]1[N:6]2[CH2:7][CH2:8][N:9]([CH2:12][C:13]3[CH:18]=[CH:17][CH:16]=[C:15]([C:19]([F:22])([F:21])[F:20])[C:14]=3[Cl:23])[C:10](=[O:11])[C:5]2=[N:4][N:3]=1.[F:24][C:25]1[CH:30]=[CH:29][C:28](B(O)O)=[CH:27][CH:26]=1.C([O-])([O-])=O.[Na+].[Na+]. Product: [Cl:23][C:14]1[C:15]([C:19]([F:22])([F:21])[F:20])=[CH:16][CH:17]=[CH:18][C:13]=1[CH2:12][N:9]1[CH2:8][CH2:7][N:6]2[C:2]([C:28]3[CH:29]=[CH:30][C:25]([F:24])=[CH:26][CH:27]=3)=[N:3][N:4]=[C:5]2[C:10]1=[O:11]. The catalyst class is: 77. (2) Reactant: [F:1][C:2]([F:12])([F:11])[C:3]1[CH:4]=[C:5]([CH2:9][NH2:10])[CH:6]=[CH:7][CH:8]=1.[C:13]1(=[O:19])[O:18][C:16](=[O:17])[CH2:15][CH2:14]1.CO. Product: [O:19]=[C:13]([NH:10][CH2:9][C:5]1[CH:6]=[CH:7][CH:8]=[C:3]([C:2]([F:11])([F:12])[F:1])[CH:4]=1)[CH2:14][CH2:15][C:16]([OH:18])=[O:17]. The catalyst class is: 28. (3) Reactant: [CH2:1]([O:8][C:9]1[CH:22]=[CH:21][C:12]([CH2:13][N:14]2[CH2:19][CH2:18][CH:17]([OH:20])[CH2:16][CH2:15]2)=[CH:11][CH:10]=1)[C:2]1[CH:7]=[CH:6][CH:5]=[CH:4][CH:3]=1.[H-].[Na+].Cl[C:26]1[C:35]2[C:30](=[C:31]([F:36])[CH:32]=[CH:33][CH:34]=2)[N:29]=[C:28]([CH3:37])[CH:27]=1. Product: [CH2:1]([O:8][C:9]1[CH:22]=[CH:21][C:12]([CH2:13][N:14]2[CH2:15][CH2:16][CH:17]([O:20][C:26]3[C:35]4[C:30](=[C:31]([F:36])[CH:32]=[CH:33][CH:34]=4)[N:29]=[C:28]([CH3:37])[CH:27]=3)[CH2:18][CH2:19]2)=[CH:11][CH:10]=1)[C:2]1[CH:3]=[CH:4][CH:5]=[CH:6][CH:7]=1. The catalyst class is: 3. (4) The catalyst class is: 14. Reactant: [OH:1][C:2]1[CH:3]=[C:4]([CH2:8][C:9]([OH:11])=[O:10])[CH:5]=[CH:6][CH:7]=1.Br[CH2:13][CH:14]1[CH2:16][CH2:15]1.[OH-].[K+]. Product: [CH:14]1([CH2:13][O:1][C:2]2[CH:3]=[C:4]([CH2:8][C:9]([OH:11])=[O:10])[CH:5]=[CH:6][CH:7]=2)[CH2:16][CH2:15]1. (5) Reactant: [C:1]([OH:14])(=[O:13])[CH2:2][CH2:3][CH2:4][CH2:5][CH2:6][CH2:7][CH2:8][CH2:9][CH2:10][CH2:11][CH3:12].[OH-].[Zn+2:16].[OH-]. Product: [C:1]([O-:14])(=[O:13])[CH2:2][CH2:3][CH2:4][CH2:5][CH2:6][CH2:7][CH2:8][CH2:9][CH2:10][CH2:11][CH3:12].[Zn+2:16].[C:1]([O-:14])(=[O:13])[CH2:2][CH2:3][CH2:4][CH2:5][CH2:6][CH2:7][CH2:8][CH2:9][CH2:10][CH2:11][CH3:12]. The catalyst class is: 8. (6) Reactant: C(O[C:9]([N:11](C)[CH2:12][CH2:13][CH2:14][C:15]([O:17][C:18]([CH3:21])([CH3:20])[CH3:19])=[O:16])=O)C1C=CC=CC=1. Product: [CH3:9][NH:11][CH2:12][CH2:13][CH2:14][C:15]([O:17][C:18]([CH3:21])([CH3:20])[CH3:19])=[O:16]. The catalyst class is: 19. (7) Reactant: [C:1]([C:3]1[CH:8]=[CH:7][N:6]=[C:5]([N:9]2[CH2:14][CH2:13][N:12]([C:15]([O:17][CH2:18][C:19]([CH3:22])([CH3:21])[CH3:20])=[O:16])[CH2:11][CH2:10]2)[CH:4]=1)#[N:2].Cl.[OH:24][NH2:25].C(=O)([O-])[O-].[K+].[K+]. Product: [NH2:2][C:1](=[N:25][OH:24])[C:3]1[CH:8]=[CH:7][N:6]=[C:5]([N:9]2[CH2:10][CH2:11][N:12]([C:15]([O:17][CH2:18][C:19]([CH3:22])([CH3:21])[CH3:20])=[O:16])[CH2:13][CH2:14]2)[CH:4]=1. The catalyst class is: 8.